Dataset: Reaction yield outcomes from USPTO patents with 853,638 reactions. Task: Predict the reaction yield, written as a fraction of the theoretical maximum amount of product (1.0 means a 100% yield; for example, 0.34 means a 34% yield). (1) The reactants are [Br:1][C:2]1[CH:10]=[C:6]([C:7]([OH:9])=O)[C:5]([OH:11])=[CH:4][CH:3]=1.[CH3:12][C:13]([C:16]1[CH:17]=[C:18]([CH:20]=[C:21]([C:23]([CH3:26])([CH3:25])[CH3:24])[CH:22]=1)[NH2:19])([CH3:15])[CH3:14]. No catalyst specified. The product is [CH3:15][C:13]([C:16]1[CH:17]=[C:18]([NH:19][C:7](=[O:9])[C:6]2[CH:10]=[C:2]([Br:1])[CH:3]=[CH:4][C:5]=2[OH:11])[CH:20]=[C:21]([C:23]([CH3:26])([CH3:25])[CH3:24])[CH:22]=1)([CH3:12])[CH3:14]. The yield is 0.452. (2) The reactants are [OH:1][C:2]1[CH:7]=[CH:6][CH:5]=[CH:4][N+:3]=1[O-:8].[CH2:9](Br)[C:10]1[CH:15]=[CH:14][CH:13]=[CH:12][CH:11]=1.C([O-])([O-])=O.[K+].[K+]. The catalyst is CN(C=O)C. The product is [CH2:9]([O:8][N:3]1[CH:4]=[CH:5][CH:6]=[CH:7][C:2]1=[O:1])[C:10]1[CH:15]=[CH:14][CH:13]=[CH:12][CH:11]=1. The yield is 0.840. (3) The reactants are C([O:6][C:7]([C:11]1[C:12]([C:24]2[CH:29]=[CH:28][C:27]([F:30])=[CH:26][CH:25]=2)=[N:13][N:14]2[CH:19]=[C:18]([C:20]([F:23])([F:22])[F:21])[CH:17]=[CH:16][C:15]=12)=[C:8]([CH3:10])[CH3:9])(=O)C(C)C.FC1C=CC(C2C=C3C=CC(C(F)(F)F)=CN3N=2)=CC=1.O.[OH-].[Na+]. The catalyst is C(OC(=O)C(C)C)(=O)C(C)C.OS(O)(=O)=O. The product is [F:30][C:27]1[CH:26]=[CH:25][C:24]([C:12]2[C:11]([C:7](=[O:6])[CH:8]([CH3:9])[CH3:10])=[C:15]3[CH:16]=[CH:17][C:18]([C:20]([F:23])([F:22])[F:21])=[CH:19][N:14]3[N:13]=2)=[CH:29][CH:28]=1. The yield is 0.680. (4) The reactants are [CH2:1]([O:3][C:4](=[O:20])[CH:5]([N:7]1[C:12]2[CH:13]=[C:14]([Br:18])[C:15]([CH3:17])=[CH:16][C:11]=2[O:10][CH2:9][C:8]1=O)[CH3:6])[CH3:2].COC1C=CC(P2(SP(C3C=CC(OC)=CC=3)(=S)S2)=[S:30])=CC=1.O. The product is [CH2:1]([O:3][C:4](=[O:20])[CH:5]([N:7]1[C:12]2[CH:13]=[C:14]([Br:18])[C:15]([CH3:17])=[CH:16][C:11]=2[O:10][CH2:9][C:8]1=[S:30])[CH3:6])[CH3:2]. The yield is 0.810. The catalyst is C1(C)C=CC=CC=1. (5) The product is [Cl:30][C:22]1[C:23]([O:25][CH2:26][C:27]([OH:29])=[O:28])=[CH:24][C:19]2[O:18][CH:17]([C:31]([N:33]3[CH2:34][CH2:35][C:36]([C:47]#[N:48])([CH2:39][C:40]4[CH:45]=[CH:44][C:43]([F:46])=[CH:42][CH:41]=4)[CH2:37][CH2:38]3)=[O:32])[CH2:16][NH:15][C:20]=2[CH:21]=1. The reactants are FC(F)(F)C(O)=O.C(OC([N:15]1[C:20]2[CH:21]=[C:22]([Cl:30])[C:23]([O:25][CH2:26][C:27]([OH:29])=[O:28])=[CH:24][C:19]=2[O:18][CH:17]([C:31]([N:33]2[CH2:38][CH2:37][C:36]([C:47]#[N:48])([CH2:39][C:40]3[CH:45]=[CH:44][C:43]([F:46])=[CH:42][CH:41]=3)[CH2:35][CH2:34]2)=[O:32])[CH2:16]1)=O)(C)(C)C. The yield is 0.652. The catalyst is C(Cl)Cl. (6) The reactants are [NH2:1][C:2]1[NH:3][C:4]2[CH:10]=[CH:9][CH:8]=[CH:7][C:5]=2[N:6]=1.CC[O-].[Na+].[CH2:15](Cl)[C:16]1[CH:21]=[CH:20][CH:19]=[CH:18][CH:17]=1. The catalyst is CCO. The product is [NH2:1][C:2]1[N:6]([CH2:15][C:16]2[CH:21]=[CH:20][CH:19]=[CH:18][CH:17]=2)[C:5]2[CH:7]=[CH:8][CH:9]=[CH:10][C:4]=2[N:3]=1. The yield is 0.390. (7) The reactants are [C:1]([N:8]1[CH2:13][CH2:12][NH:11][CH2:10][CH2:9]1)([O:3][C:4]([CH3:7])([CH3:6])[CH3:5])=[O:2].[CH:14]([N:17]1[C:21]([N:22]2[N:31]=[C:30]3[C:24]([CH2:25][CH2:26][O:27][C:28]4[CH:35]=[CH:34][C:33]([C:36](O)=[O:37])=[CH:32][C:29]=43)=[CH:23]2)=[N:20][CH:19]=[N:18]1)([CH3:16])[CH3:15].CCN=C=NCCCN(C)C.C1C=CC2N(O)N=NC=2C=1.C(N(CC)CC)C. The catalyst is CN(C=O)C.C(OCC)(=O)C. The product is [C:4]([O:3][C:1]([N:8]1[CH2:9][CH2:10][N:11]([C:36]([C:33]2[CH:34]=[CH:35][C:28]3[O:27][CH2:26][CH2:25][C:24]4[C:30](=[N:31][N:22]([C:21]5[N:17]([CH:14]([CH3:15])[CH3:16])[N:18]=[CH:19][N:20]=5)[CH:23]=4)[C:29]=3[CH:32]=2)=[O:37])[CH2:12][CH2:13]1)=[O:2])([CH3:7])([CH3:6])[CH3:5]. The yield is 0.960.